This data is from Full USPTO retrosynthesis dataset with 1.9M reactions from patents (1976-2016). The task is: Predict the reactants needed to synthesize the given product. (1) Given the product [Cl:7][C:8]1[CH:16]=[CH:15][C:11]([C:12]([OH:14])=[O:13])=[C:10]([CH3:17])[C:9]=1[S:18][CH2:20][CH3:21], predict the reactants needed to synthesize it. The reactants are: C(=O)([O-])[O-].[Cs+].[Cs+].[Cl:7][C:8]1[CH:16]=[CH:15][C:11]([C:12]([OH:14])=[O:13])=[C:10]([CH3:17])[C:9]=1[SH:18].I[CH2:20][CH3:21].Cl. (2) Given the product [NH2:1][C:2]1[N:10]=[C:9]([O:11][CH2:12][CH2:13][CH2:14][CH3:15])[N:8]=[C:7]2[C:3]=1[N:4]=[C:5]([O:30][CH3:31])[N:6]2[CH2:16][CH2:17][CH:22]1[CH2:21][CH2:63][N:62]([C:65]([O:67][C:68]([CH3:69])([CH3:71])[CH3:70])=[O:66])[CH2:61][CH2:60]1, predict the reactants needed to synthesize it. The reactants are: [NH2:1][C:2]1[N:10]=[C:9]([O:11][CH2:12][CH2:13][CH2:14][CH3:15])[N:8]=[C:7]2[C:3]=1[N:4]=[C:5]([O:30][CH3:31])[N:6]2[CH2:16][CH:17]1[CH2:22][CH2:21]N(C(OC(C)(C)C)=O)CC1.FC(F)(F)C(O)=O.C(OC1N=C2C(N=C(OC)N2)=C(N)N=1)CCC.BrCCC1C[CH2:63][N:62]([C:65]([O:67][C:68]([CH3:71])([CH3:70])[CH3:69])=[O:66])[CH2:61][CH2:60]1. (3) Given the product [S:1]=[C:2]1[N:6]([C:24]([O:18][CH2:17][C:14]2[CH:15]=[CH:16][C:11]([O:10][C:7](=[O:9])[CH3:8])=[C:12]([O:19][CH3:20])[CH:13]=2)=[O:23])[CH2:5][CH2:4][S:3]1, predict the reactants needed to synthesize it. The reactants are: [SH:1][C:2]1[S:3][CH2:4][CH2:5][N:6]=1.[C:7]([O:10][C:11]1[CH:16]=[CH:15][C:14]([CH2:17][OH:18])=[CH:13][C:12]=1[O:19][CH3:20])(=[O:9])[CH3:8].N#N.[O:23]=[C:24](Cl)OC(Cl)(Cl)Cl.ClC(C1NCCS1)=O.CCN(CC)CC. (4) Given the product [CH2:1]([N:8]1[CH2:19][CH2:18][O:11][CH:10]([C:14]#[N:15])[CH2:9]1)[C:2]1[CH:7]=[CH:6][CH:5]=[CH:4][CH:3]=1, predict the reactants needed to synthesize it. The reactants are: [CH2:1]([NH:8][CH2:9][CH2:10][OH:11])[C:2]1[CH:7]=[CH:6][CH:5]=[CH:4][CH:3]=1.ClC(=C)[C:14]#[N:15].O1CC[CH2:19][CH2:18]1.CC(C)([O-])C.[K+]. (5) Given the product [ClH:27].[ClH:27].[ClH:27].[CH3:42][O:41][C:39]1[CH:40]=[C:35]([C:31]2[C:30]([CH2:47][N:24]3[CH2:23][CH2:22][CH:21]([O:20][CH2:19][C:17]4[CH:16]=[CH:15][N:14]=[C:13]([C:5]5[CH:4]=[C:3]([O:2][CH3:1])[C:8]([O:9][CH3:10])=[C:7]([O:11][CH3:12])[CH:6]=5)[CH:18]=4)[CH2:26][CH2:25]3)=[CH:29][CH:34]=[CH:33][N:32]=2)[CH:36]=[C:37]([O:45][CH3:46])[C:38]=1[O:43][CH3:44], predict the reactants needed to synthesize it. The reactants are: [CH3:1][O:2][C:3]1[CH:4]=[C:5]([C:13]2[CH:18]=[C:17]([CH2:19][O:20][CH:21]3[CH2:26][CH2:25][NH:24][CH2:23][CH2:22]3)[CH:16]=[CH:15][N:14]=2)[CH:6]=[C:7]([O:11][CH3:12])[C:8]=1[O:9][CH3:10].[Cl:27]C[C:29]1[CH:34]=[CH:33][N:32]=[C:31]([C:35]2[CH:40]=[C:39]([O:41][CH3:42])[C:38]([O:43][CH3:44])=[C:37]([O:45][CH3:46])[CH:36]=2)[CH:30]=1.[C:47](=O)([O-])[O-].[K+].[K+].[I-].[K+].